From a dataset of Full USPTO retrosynthesis dataset with 1.9M reactions from patents (1976-2016). Predict the reactants needed to synthesize the given product. (1) The reactants are: C(OC([NH:8][CH2:9][C:10]([O:12][CH:13]1[CH2:17][CH2:16][CH2:15][CH:14]1[NH:18][C:19]1[CH:24]=[C:23]([N:25]2[C:33]3[CH2:32][C:31]([CH3:35])([CH3:34])[CH2:30][C:29](=[O:36])[C:28]=3[C:27]([CH3:37])=[CH:26]2)[CH:22]=[C:21]([F:38])[C:20]=1[C:39](=[O:41])[NH2:40])=[O:11])=O)(C)(C)C.Cl. Given the product [NH2:8][CH2:9][C:10]([O:12][C@H:13]1[CH2:17][CH2:16][CH2:15][C@@H:14]1[NH:18][C:19]1[CH:24]=[C:23]([N:25]2[C:33]3[CH2:32][C:31]([CH3:35])([CH3:34])[CH2:30][C:29](=[O:36])[C:28]=3[C:27]([CH3:37])=[CH:26]2)[CH:22]=[C:21]([F:38])[C:20]=1[C:39](=[O:41])[NH2:40])=[O:11], predict the reactants needed to synthesize it. (2) Given the product [CH2:22]([O:1][C@@H:2]1[C:10]2[C:5](=[CH:6][CH:7]=[C:8]([C:11]([O:13][CH2:14][C:15]3[CH:9]=[CH:10][CH:2]=[CH:3][CH:4]=3)=[O:12])[CH:9]=2)[CH2:4][CH2:3]1)[C:23]1[CH:28]=[CH:27][CH:26]=[CH:25][CH:24]=1, predict the reactants needed to synthesize it. The reactants are: [OH:1][C@@H:2]1[C:10]2[C:5](=[CH:6][CH:7]=[C:8]([C:11]([O:13][CH2:14][CH2:15][Si](C)(C)C)=[O:12])[CH:9]=2)[CH2:4][CH2:3]1.[H-].[Na+].[CH2:22](Cl)[C:23]1[CH:28]=[CH:27][CH:26]=[CH:25][CH:24]=1. (3) Given the product [CH2:1]([C:17]1[C:22](=[O:23])[CH:21]=[C:20]([CH3:24])[NH:26][C:18]=1[CH3:25])[CH2:2][CH2:3][CH2:4][CH2:5][CH2:6][CH2:7][CH2:8][CH2:9][CH2:10][CH2:11][CH2:12][CH2:13][CH2:14][CH2:15][CH3:16], predict the reactants needed to synthesize it. The reactants are: [CH2:1]([C:17]1[C:22](=[O:23])[CH:21]=[C:20]([CH3:24])O[C:18]=1[CH3:25])[CH2:2][CH2:3][CH2:4][CH2:5][CH2:6][CH2:7][CH2:8][CH2:9][CH2:10][CH2:11][CH2:12][CH2:13][CH2:14][CH2:15][CH3:16].[NH3:26]. (4) The reactants are: [H-].[Na+].[Cl:3][C:4]1[CH:9]=[CH:8][CH:7]=[C:6]([Cl:10])[C:5]=1[N:11]1[C:15]([OH:16])=[CH:14][C:13]([C:17]([F:20])([F:19])[F:18])=[N:12]1.[Br:21][C:22]1[CH:29]=[CH:28][C:25]([CH2:26]Br)=[CH:24][CH:23]=1. Given the product [Br:21][C:22]1[CH:29]=[CH:28][C:25]([CH2:26][O:16][C:15]2[N:11]([C:5]3[C:6]([Cl:10])=[CH:7][CH:8]=[CH:9][C:4]=3[Cl:3])[N:12]=[C:13]([C:17]([F:19])([F:20])[F:18])[CH:14]=2)=[CH:24][CH:23]=1, predict the reactants needed to synthesize it. (5) Given the product [Cl:27][C:18]1[C:19]([CH3:23])=[CH:20][CH:21]=[CH:22][C:17]=1[C:15]([N:12]1[CH2:13][CH2:14][N:9]([CH3:3])[C:10](=[O:28])[CH2:11]1)=[O:16], predict the reactants needed to synthesize it. The reactants are: ClC1C=C(F)C=C[C:3]=1[N:9]1[CH2:14][CH2:13][N:12]([C:15]([C:17]2[CH:22]=[CH:21][CH:20]=[C:19]([C:23](F)(F)F)[C:18]=2[Cl:27])=[O:16])[CH2:11][C:10]1=[O:28].ClC1C(C)=CC=CC=1C(O)=O.CN1CCNCC1=O.ClC1C(C(F)(F)F)=CC=CC=1C(O)=O.ClC1C=C(F)C=CC=1N1CCNCC1=O. (6) Given the product [Cl:10][CH2:11][CH2:12][O:3][C:2]1[CH:4]=[CH:5][CH:6]=[CH:7][C:1]=1[O:8][CH3:9], predict the reactants needed to synthesize it. The reactants are: [C:1]1([O:8][CH3:9])[C:2](=[CH:4][CH:5]=[CH:6][CH:7]=1)[OH:3].[Cl:10][CH2:11][CH2:12]Cl.[OH-].[K+]. (7) Given the product [Cl:1][C:2]1[C:3]([CH3:10])=[C:4]([CH:7]=[CH:8][CH:9]=1)[CH2:5][NH:6][C:12]([NH2:11])=[O:13], predict the reactants needed to synthesize it. The reactants are: [Cl:1][C:2]1[C:3]([CH3:10])=[C:4]([CH:7]=[CH:8][CH:9]=1)[CH2:5][NH2:6].[NH2:11][C:12](N)=[O:13].